This data is from Reaction yield outcomes from USPTO patents with 853,638 reactions. The task is: Predict the reaction yield, written as a fraction of the theoretical maximum amount of product (1.0 means a 100% yield; for example, 0.34 means a 34% yield). The reactants are [Li][CH2:2]CCC.[C:6]([C:8]1[CH:9]=[C:10]([CH:13]=[CH:14][CH:15]=1)[CH:11]=O)#[N:7]. The catalyst is [Br-].C[P+](C1C=CC=CC=1)(C1C=CC=CC=1)C1C=CC=CC=1.C1COCC1. The product is [C:6]([C:8]1[CH:9]=[C:10]([CH:13]=[CH:14][CH:15]=1)[CH:11]=[CH2:2])#[N:7]. The yield is 0.620.